From a dataset of Peptide-MHC class II binding affinity with 134,281 pairs from IEDB. Regression. Given a peptide amino acid sequence and an MHC pseudo amino acid sequence, predict their binding affinity value. This is MHC class II binding data. (1) The peptide sequence is PEEFAVVDLSKMRAV. The MHC is DRB4_0101 with pseudo-sequence DRB4_0103. The binding affinity (normalized) is 0.342. (2) The peptide sequence is RWLLIEILKASKSML. The MHC is DRB5_0101 with pseudo-sequence DRB5_0101. The binding affinity (normalized) is 0.748. (3) The peptide sequence is SQDLELSWNLNGLQAY. The MHC is DRB1_0401 with pseudo-sequence DRB1_0401. The binding affinity (normalized) is 0.426. (4) The peptide sequence is IAFFRKEPLKECGGI. The MHC is HLA-DQA10102-DQB10602 with pseudo-sequence HLA-DQA10102-DQB10602. The binding affinity (normalized) is 0.129. (5) The peptide sequence is ASPMLYQLLEAVYGN. The MHC is HLA-DQA10501-DQB10201 with pseudo-sequence HLA-DQA10501-DQB10201. The binding affinity (normalized) is 0.545. (6) The peptide sequence is DVKDPGGGQIVGGVY. The MHC is HLA-DQA10501-DQB10301 with pseudo-sequence HLA-DQA10501-DQB10301. The binding affinity (normalized) is 0.731. (7) The peptide sequence is GVSWMVRILIGFLVL. The MHC is DRB1_0802 with pseudo-sequence DRB1_0802. The binding affinity (normalized) is 0.448.